Dataset: Catalyst prediction with 721,799 reactions and 888 catalyst types from USPTO. Task: Predict which catalyst facilitates the given reaction. (1) Reactant: [NH2:1][C:2]1[CH:7]=[CH:6][C:5]([C:8]2[C:16]3[C:15]([NH2:17])=[N:14][CH:13]=[N:12][C:11]=3[S:10][C:9]=2[CH3:18])=[CH:4][CH:3]=1.[CH:27]1N=[CH:30][N:29](C(N2[CH:30]=[N:29][CH:28]=[CH:27]2)=S)[CH:28]=1.N[C:32]1[CH:37]=[CH:36]C=C[C:33]=1[OH:38].Cl.C(N=C=NCCCN(C)C)C. Product: [O:38]1[C:33]2[CH:32]=[CH:37][CH:36]=[CH:27][C:28]=2[N:29]=[C:30]1[NH:1][C:2]1[CH:3]=[CH:4][C:5]([C:8]2[C:16]3[C:15]([NH2:17])=[N:14][CH:13]=[N:12][C:11]=3[S:10][C:9]=2[CH3:18])=[CH:6][CH:7]=1. The catalyst class is: 17. (2) Reactant: [NH:1]1[C:10]2[C:5](=[N:6][CH:7]=[C:8]([NH:11][C:12](=[O:18])[O:13][C:14]([CH3:17])([CH3:16])[CH3:15])[CH:9]=2)[CH2:4][C@@H:3]([NH:19][C:20](=[O:29])[O:21][CH2:22][C:23]2[CH:28]=[CH:27][CH:26]=[CH:25][CH:24]=2)[CH2:2]1.[C:30]1([CH3:40])[CH:35]=[CH:34][CH:33]=[C:32]([S:36](Cl)(=[O:38])=[O:37])[CH:31]=1. Product: [C:30]1([CH3:40])[CH:35]=[CH:34][CH:33]=[C:32]([S:36]([N:1]2[C:10]3[C:5](=[N:6][CH:7]=[C:8]([NH:11][C:12](=[O:18])[O:13][C:14]([CH3:17])([CH3:15])[CH3:16])[CH:9]=3)[CH2:4][C@@H:3]([NH:19][C:20](=[O:29])[O:21][CH2:22][C:23]3[CH:28]=[CH:27][CH:26]=[CH:25][CH:24]=3)[CH2:2]2)(=[O:38])=[O:37])[CH:31]=1. The catalyst class is: 300. (3) Reactant: Cl[C:2]1[N:7]=[C:6]([NH:8][C:9]2[CH:13]=[C:12]([CH3:14])[NH:11][N:10]=2)[CH:5]=[C:4]([Cl:15])[N:3]=1.C(N(C(C)C)CC)(C)C.[N:25]1[CH:30]=[CH:29][CH:28]=[CH:27][C:26]=1[C:31]1[CH:35]=[C:34]([CH:36]2[CH2:39][CH2:38][NH:37]2)[O:33][N:32]=1. Product: [Cl:15][C:4]1[N:3]=[C:2]([N:37]2[CH2:38][CH2:39][CH:36]2[C:34]2[O:33][N:32]=[C:31]([C:26]3[CH:27]=[CH:28][CH:29]=[CH:30][N:25]=3)[CH:35]=2)[N:7]=[C:6]([NH:8][C:9]2[CH:13]=[C:12]([CH3:14])[NH:11][N:10]=2)[CH:5]=1. The catalyst class is: 51. (4) The catalyst class is: 134. Product: [CH2:17]([O:24][C@@H:25]1[C@@H:31]([O:32][CH2:33][C:34]2[CH:39]=[CH:38][CH:37]=[CH:36][CH:35]=2)[C@H:30]([O:40][CH2:41][C:42]2[CH:43]=[CH:44][CH:45]=[CH:46][CH:47]=2)[C@@H:29]([CH2:48][O:49][CH2:50][C:51]2[CH:52]=[CH:53][CH:54]=[CH:55][CH:56]=2)[O:28][C:26]1([C:7]1[CH:8]=[C:9]([CH3:16])[CH:10]=[CH:11][C:12]=1[O:13][CH2:14][CH3:15])[OH:27])[C:18]1[CH:19]=[CH:20][CH:21]=[CH:22][CH:23]=1. Reactant: C([Li])CCC.Br[C:7]1[CH:8]=[C:9]([CH3:16])[CH:10]=[CH:11][C:12]=1[O:13][CH2:14][CH3:15].[CH2:17]([O:24][C@@H:25]1[C@@H:31]([O:32][CH2:33][C:34]2[CH:39]=[CH:38][CH:37]=[CH:36][CH:35]=2)[C@H:30]([O:40][CH2:41][C:42]2[CH:47]=[CH:46][CH:45]=[CH:44][CH:43]=2)[C@@H:29]([CH2:48][O:49][CH2:50][C:51]2[CH:56]=[CH:55][CH:54]=[CH:53][CH:52]=2)[O:28][C:26]1=[O:27])[C:18]1[CH:23]=[CH:22][CH:21]=[CH:20][CH:19]=1.[Cl-].[NH4+].